Dataset: Forward reaction prediction with 1.9M reactions from USPTO patents (1976-2016). Task: Predict the product of the given reaction. Given the reactants [CH2:1]([OH:8])[C@@H:2]([C@@H:4]([CH2:6][OH:7])[OH:5])[OH:3].[CH2:9]([OH:31])[C@H:10]1[O:15][C@H:14]([O:16][C@@H]([C@H](O)[C@@H](O)CO)[C@H](O)CO)[C@H:13]([OH:28])[C@@H:12]([OH:29])[C@@H:11]1[OH:30].C(O)[C@H]1O[C@H](OC[C@@H](O)[C@@H](O)[C@H](O)C(O)CO)[C@H](O)[C@@H](O)[C@@H]1O.C(O)[C@H]([C@H]([C@@H]([C@@H](CO)O)O)O)O.C(O)[C@@H]([C@H]([C@@H](CO)O)O)O.O=C[C@@H]([C@H]([C@@H]([C@@H](CO)O)O)O)O.C(O)[C@H]1O[C@H](O[C@]2(CO)O[C@H](CO)[C@@H](O)[C@@H]2O)[C@H](O)[C@@H](O)[C@@H]1O, predict the reaction product. The product is: [OH:16][CH2:14][C@@H:13]([C@H:12]([C@@H:11]([C@@H:10]([CH2:9][OH:31])[OH:15])[OH:30])[OH:29])[OH:28].[CH2:1]([OH:8])[C@@H:2]([C@@H:4]([CH2:6][OH:7])[OH:5])[OH:3].